From a dataset of Reaction yield outcomes from USPTO patents with 853,638 reactions. Predict the reaction yield, written as a fraction of the theoretical maximum amount of product (1.0 means a 100% yield; for example, 0.34 means a 34% yield). (1) The reactants are [Cl:1][C:2]1[CH:3]=[CH:4][C:5]([CH:24]=[O:25])=[C:6]2[C:10]=1[N:9]=[C:8]1[CH:11]([C:16]3[CH:21]=[CH:20][C:19]([Cl:22])=[CH:18][C:17]=3[Cl:23])[O:12][CH2:13][CH2:14][CH2:15][N:7]21.[CH:26]1([Mg]Br)[CH2:28][CH2:27]1. The catalyst is O1CCCC1. The product is [Cl:1][C:2]1[C:10]2[N:9]=[C:8]3[CH:11]([C:16]4[CH:21]=[CH:20][C:19]([Cl:22])=[CH:18][C:17]=4[Cl:23])[O:12][CH2:13][CH2:14][CH2:15][N:7]3[C:6]=2[C:5]([CH:24]([CH:26]2[CH2:28][CH2:27]2)[OH:25])=[CH:4][CH:3]=1. The yield is 0.830. (2) The catalyst is C(O)C. The yield is 0.770. The reactants are [C:1]([C:3]1[CH:19]=[CH:18][C:6]([CH2:7][N:8]([CH3:17])[CH2:9][C:10]([O:12][C:13]([CH3:16])([CH3:15])[CH3:14])=[O:11])=[C:5]([C:20]([F:23])([F:22])[F:21])[CH:4]=1)#[N:2].[NH2:24][OH:25]. The product is [OH:25][N:24]=[C:1]([C:3]1[CH:19]=[CH:18][C:6]([CH2:7][N:8]([CH3:17])[CH2:9][C:10]([O:12][C:13]([CH3:15])([CH3:14])[CH3:16])=[O:11])=[C:5]([C:20]([F:21])([F:23])[F:22])[CH:4]=1)[NH2:2].